This data is from Forward reaction prediction with 1.9M reactions from USPTO patents (1976-2016). The task is: Predict the product of the given reaction. Given the reactants [Br:1][C:2]1[C:3]([O:12][CH3:13])=[N:4][CH:5]=[C:6]([N+:9]([O-:11])=[O:10])[C:7]=1[CH3:8].CO[CH:16](OC)[N:17]([CH3:19])[CH3:18], predict the reaction product. The product is: [Br:1][C:2]1[C:3]([O:12][CH3:13])=[N:4][CH:5]=[C:6]([N+:9]([O-:11])=[O:10])[C:7]=1/[CH:8]=[CH:16]/[N:17]([CH3:19])[CH3:18].